Dataset: Catalyst prediction with 721,799 reactions and 888 catalyst types from USPTO. Task: Predict which catalyst facilitates the given reaction. (1) Reactant: [NH2:1][C:2]1[CH:7]=[CH:6][N:5]=[C:4](Cl)[C:3]=1[N+:9]([O-:11])=[O:10].CS(C)=[O:14]. Product: [NH2:1][C:2]1[CH:7]=[CH:6][N:5]=[C:4]([OH:14])[C:3]=1[N+:9]([O-:11])=[O:10]. The catalyst class is: 6. (2) Product: [C:24]([N:27]1[CH2:32][CH2:31][N:30]([C:13]([O:1][NH:2][C:3]([O:4][C:5]([CH3:8])([CH3:7])[CH3:6])=[O:9])=[O:12])[CH2:29][CH2:28]1)(=[O:26])[CH3:25]. The catalyst class is: 76. Reactant: [OH:1][NH:2][C:3](=[O:9])[O:4][C:5]([CH3:8])([CH3:7])[CH3:6].O=C(Cl)[O:12][C:13](Cl)(Cl)Cl.N1C=CC=CC=1.[C:24]([N:27]1[CH2:32][CH2:31][NH:30][CH2:29][CH2:28]1)(=[O:26])[CH3:25].C(N(CC)CC)C. (3) Reactant: [CH2:1]([N:3]([CH2:20][CH3:21])[CH2:4][CH2:5][NH:6]C(C1C=CC2C(=CC=C(I)C=2)C=1)=O)[CH3:2].[I:22][C:23]1[CH:36]=[C:35]2[C:26]([NH:27][C:28]3[C:29]([C:38](OC)=[O:39])=[CH:30][CH:31]=[CH:32][C:33]=3[C:34]2=[O:37])=[CH:25][CH:24]=1.[K+].[Br-].Cl.Cl.C(N(CC)CCNC(=O)C1C=CC(I)=NC=1)C. Product: [CH2:1]([N:3]([CH2:20][CH3:21])[CH2:4][CH2:5][NH:6][C:38]([C:29]1[C:28]2[NH:27][C:26]3[C:35](=[CH:36][C:23]([I:22])=[CH:24][CH:25]=3)[C:34](=[O:37])[C:33]=2[CH:32]=[CH:31][CH:30]=1)=[O:39])[CH3:2]. The catalyst class is: 429. (4) Reactant: Br[C:2]1[C:3]2[CH:15]=[CH:14][CH:13]=[CH:12][C:4]=2[S:5][C:6]=1[CH2:7][CH2:8][N:9]([CH3:11])[CH3:10].CN(CCN(C)C)C.[Li]CCCC.[S:29]1[CH:33]=[C:32]([CH:34]=[O:35])[N:31]=[CH:30]1. Product: [CH3:10][N:9]([CH3:11])[CH2:8][CH2:7][C:6]1[S:5][C:4]2[CH:12]=[CH:13][CH:14]=[CH:15][C:3]=2[C:2]=1[CH:34]([C:32]1[N:31]=[CH:30][S:29][CH:33]=1)[OH:35]. The catalyst class is: 451. (5) Reactant: C([O:8][C:9]1[CH:28]=[CH:27][C:12]([CH:13]=[CH:14][C:15]2[C:23]3[O:22][C:21]([CH3:25])([CH3:24])[CH2:20][C:19]=3[CH:18]=[C:17]([F:26])[CH:16]=2)=[CH:11][CH:10]=1)C1C=CC=CC=1.[H][H]. Product: [F:26][C:17]1[CH:16]=[C:15]([CH2:14][CH2:13][C:12]2[CH:11]=[CH:10][C:9]([OH:8])=[CH:28][CH:27]=2)[C:23]2[O:22][C:21]([CH3:25])([CH3:24])[CH2:20][C:19]=2[CH:18]=1. The catalyst class is: 29. (6) Reactant: F[C:2]1[CH:7]=[CH:6][C:5]([N+:8]([O-:10])=[O:9])=[CH:4][C:3]=1[C:11]1[C:19]2[C:14](=[C:15]([O:20][CH3:21])[N:16]=[CH:17][CH:18]=2)[N:13]([CH3:22])[CH:12]=1.[NH2:23][C:24]1[CH:29]=[CH:28][CH:27]=[CH:26][N:25]=1.CC([O-])(C)C.[K+]. Product: [CH3:21][O:20][C:15]1[N:16]=[CH:17][CH:18]=[C:19]2[C:11]([C:3]3[CH:4]=[C:5]([N+:8]([O-:10])=[O:9])[CH:6]=[CH:7][C:2]=3[NH:23][C:24]3[CH:29]=[CH:28][CH:27]=[CH:26][N:25]=3)=[CH:12][N:13]([CH3:22])[C:14]=12. The catalyst class is: 16.